This data is from Full USPTO retrosynthesis dataset with 1.9M reactions from patents (1976-2016). The task is: Predict the reactants needed to synthesize the given product. (1) Given the product [CH3:15][C:4]1[C:3]([C:1]([NH2:2])=[O:16])=[C:7]([NH:8][C:9](=[O:14])[CH2:10][CH:11]([CH3:13])[CH3:12])[S:6][N:5]=1, predict the reactants needed to synthesize it. The reactants are: [C:1]([C:3]1[C:4]([CH3:15])=[N:5][S:6][C:7]=1[NH:8][C:9](=[O:14])[CH2:10][CH:11]([CH3:13])[CH3:12])#[N:2].[OH:16]O. (2) Given the product [CH:32]([N:20]([CH2:18][CH3:10])[CH:21]([CH3:22])[CH3:29])([CH3:33])[CH3:37], predict the reactants needed to synthesize it. The reactants are: N1C=CN=CC=1C(N[C@H:10]([C:18]([NH:20][C@H:21]([C:29](O)=O)[CH2:22]C1C=CC=CC=1)=O)CC1C=CC=CC=1)=O.[CH:32]1[CH:33]=CC2N(O)N=NC=2[CH:37]=1.Cl.C(N=C=NCCCN(C)C)C. (3) Given the product [CH2:19]([O:18][C:16]([NH:26][C@H:27]([C:31]([O:33][CH2:35][CH2:36][C@@H:37]([CH2:50][O:51][C:52](=[O:70])[CH2:53][CH2:54][CH2:55][CH2:56][CH2:57][CH2:58][CH2:59][CH2:60][CH2:61][CH2:62][CH2:63][CH2:64][CH2:65][CH2:66][CH2:67][CH2:68][CH3:69])[CH2:38][N:39]1[CH:47]=[N:46][C:45]2[C:44](=[O:48])[NH:43][C:42]([NH2:49])=[N:41][C:40]1=2)=[O:32])[CH:28]([CH3:29])[CH3:30])=[O:17])[C:20]1[CH:25]=[CH:24][CH:23]=[CH:22][CH:21]=1, predict the reactants needed to synthesize it. The reactants are: C1(N=C=NC2CCCCC2)CCCCC1.[C:16]([NH:26][C@H:27]([C:31]([OH:33])=[O:32])[CH:28]([CH3:30])[CH3:29])([O:18][CH2:19][C:20]1[CH:25]=[CH:24][CH:23]=[CH:22][CH:21]=1)=[O:17].O[CH2:35][CH2:36][C@@H:37]([CH2:50][O:51][C:52](=[O:70])[CH2:53][CH2:54][CH2:55][CH2:56][CH2:57][CH2:58][CH2:59][CH2:60][CH2:61][CH2:62][CH2:63][CH2:64][CH2:65][CH2:66][CH2:67][CH2:68][CH3:69])[CH2:38][N:39]1[CH:47]=[N:46][C:45]2[C:44](=[O:48])[NH:43][C:42]([NH2:49])=[N:41][C:40]1=2. (4) The reactants are: [CH3:1][N:2]1[CH2:7][CH2:6][CH:5]([O:8][C:9]2[CH:17]=[CH:16][C:12](C(O)=O)=[CH:11][C:10]=2[C:18]([F:21])([F:20])[F:19])[CH2:4][CH2:3]1.C1C=CC(P([N:36]=[N+]=[N-])(C2C=CC=CC=2)=O)=CC=1.[C:39]([O-:42])(O)=[O:40].[Na+].[CH3:44][C:45](O)([CH3:47])[CH3:46]. Given the product [CH3:1][N:2]1[CH2:3][CH2:4][CH:5]([O:8][C:9]2[CH:17]=[CH:16][C:12]([NH:36][C:39](=[O:40])[O:42][C:45]([CH3:47])([CH3:46])[CH3:44])=[CH:11][C:10]=2[C:18]([F:19])([F:20])[F:21])[CH2:6][CH2:7]1, predict the reactants needed to synthesize it. (5) Given the product [Cl:1][C:2]1[CH:21]=[CH:20][C:5]([O:6][C:7]2[CH:12]=[N:11][CH:10]=[C:9]3[S:13][C:14]([CH2:16][OH:17])=[CH:15][C:8]=23)=[CH:4][CH:3]=1, predict the reactants needed to synthesize it. The reactants are: [Cl:1][C:2]1[CH:21]=[CH:20][C:5]([O:6][C:7]2[CH:12]=[N:11][CH:10]=[C:9]3[S:13][C:14]([C:16](OC)=[O:17])=[CH:15][C:8]=23)=[CH:4][CH:3]=1.[Cl-].[Cl-].[Ca+2].[BH4-].[Na+].O. (6) Given the product [C:18]([O:17][C:15]([NH:14][C@H:13]([C:22]([NH:38][CH2:39][CH2:40][NH:41][C:42]([O:43][C:44]([CH3:47])([CH3:46])[CH3:45])=[O:48])=[O:24])[CH2:12][NH:11][C:9](=[O:10])[O:8][CH2:1][C:2]1[CH:3]=[CH:4][CH:5]=[CH:6][CH:7]=1)=[O:16])([CH3:19])([CH3:20])[CH3:21], predict the reactants needed to synthesize it. The reactants are: [CH2:1]([O:8][C:9]([NH:11][CH2:12][C@@H:13]([C:22]([OH:24])=O)[NH:14][C:15]([O:17][C:18]([CH3:21])([CH3:20])[CH3:19])=[O:16])=[O:10])[C:2]1[CH:7]=[CH:6][CH:5]=[CH:4][CH:3]=1.C1(NC2CCCCC2)CCCCC1.[NH2:38][CH2:39][CH2:40][NH:41][C:42](=[O:48])[O:43][C:44]([CH3:47])([CH3:46])[CH3:45].C(Cl)CCl.C1C=CC2N(O)N=NC=2C=1. (7) Given the product [NH:29]1[C:30]2[C:26](=[C:25]([C:7]3[CH:16]=[N:15][C:10]4[O:11][CH2:12][CH2:13][NH:14][C:9]=4[CH:8]=3)[CH:33]=[CH:32][CH:31]=2)[CH:27]=[CH:28]1, predict the reactants needed to synthesize it. The reactants are: O1CCCC1.Br[C:7]1[CH:16]=[N:15][C:10]2[O:11][CH2:12][CH2:13][NH:14][C:9]=2[CH:8]=1.CC1(C)C(C)(C)OB([C:25]2[CH:33]=[CH:32][CH:31]=[C:30]3[C:26]=2[CH:27]=[CH:28][NH:29]3)O1.C(=O)([O-])[O-].[K+].[K+].